The task is: Predict the reaction yield, written as a fraction of the theoretical maximum amount of product (1.0 means a 100% yield; for example, 0.34 means a 34% yield).. This data is from Reaction yield outcomes from USPTO patents with 853,638 reactions. The reactants are [Br:1][C:2]1[CH:14]=[CH:13][C:12]2[C:11]3[C:6](=[CH:7][CH:8]=[CH:9][CH:10]=3)[NH:5][C:4]=2[CH:3]=1.C1(C)C=CC(S([O-])(=O)=O)=CC=1.[NH+]1C=CC=CC=1.[O:32]1[CH:37]=[CH:36][CH2:35][CH2:34][CH2:33]1. The catalyst is ClCCl. The product is [Br:1][C:2]1[CH:14]=[CH:13][C:12]2[C:11]3[C:6](=[CH:7][CH:8]=[CH:9][CH:10]=3)[N:5]([CH:33]3[CH2:34][CH2:35][CH2:36][CH2:37][O:32]3)[C:4]=2[CH:3]=1. The yield is 0.900.